This data is from Retrosynthesis with 50K atom-mapped reactions and 10 reaction types from USPTO. The task is: Predict the reactants needed to synthesize the given product. (1) The reactants are: COc1ccc(CC(CO)NCCC(c2ccccc2)c2ccccc2)cc1OC.O=C(Cl)OCc1ccccc1. Given the product COc1ccc(CC(CO)N(CCC(c2ccccc2)c2ccccc2)C(=O)OCc2ccccc2)cc1OC, predict the reactants needed to synthesize it. (2) Given the product CC(C)(c1ccc(-c2noc(-c3ccc(=O)n(Cc4cccc(C(=O)NCc5ccccc5)c4)n3)n2)cc1)C(F)(F)F, predict the reactants needed to synthesize it. The reactants are: CC(C)(c1ccc(-c2noc(-c3ccc(=O)n(Cc4cccc(C(=O)Cl)c4)n3)n2)cc1)C(F)(F)F.NCc1ccccc1. (3) Given the product O=C(O)C(F)(F)F, predict the reactants needed to synthesize it. The reactants are: CC(C)(C)OC(=O)N1CC[C@@H](Sc2ccc(O)cc2)C1. (4) Given the product NC1CCC(Nc2ncc3c(-c4ccnc(NCc5ccsc5)n4)n[nH]c3n2)CC1, predict the reactants needed to synthesize it. The reactants are: CC(C)(C)OC(=O)NC1CCC(Nc2ncc3c(-c4ccnc(NCc5ccsc5)n4)n[nH]c3n2)CC1. (5) The reactants are: COc1nc(Cl)cnc1N.O=S(=O)(Cl)c1ccc(Br)s1. Given the product COc1nc(Cl)cnc1NS(=O)(=O)c1ccc(Br)s1, predict the reactants needed to synthesize it. (6) Given the product ClCc1csc(-c2ccccc2)n1, predict the reactants needed to synthesize it. The reactants are: NC(=S)c1ccccc1.O=C(CCl)CCl.